From a dataset of Forward reaction prediction with 1.9M reactions from USPTO patents (1976-2016). Predict the product of the given reaction. Given the reactants [C:1]([O:5][C:6]([N:8]([CH3:32])[C@@H:9]([CH3:31])[C:10]([NH:12][C@@H:13]([CH:28]([CH3:30])[CH3:29])[C:14]([N:16]1[C:20]2=[N:21][CH:22]=[CH:23][CH:24]=[C:19]2[CH2:18][CH:17]1[C:25](O)=[O:26])=[O:15])=[O:11])=[O:7])([CH3:4])([CH3:3])[CH3:2].CN1CCOCC1.ClC(OCC(C)C)=O.[BH4-].[Na+], predict the reaction product. The product is: [C:1]([O:5][C:6](=[O:7])[N:8]([C@H:9]([C:10](=[O:11])[NH:12][C@H:13]([C:14]([N:16]1[C:20]2=[N:21][CH:22]=[CH:23][CH:24]=[C:19]2[CH2:18][CH:17]1[CH2:25][OH:26])=[O:15])[CH:28]([CH3:30])[CH3:29])[CH3:31])[CH3:32])([CH3:3])([CH3:2])[CH3:4].